Dataset: Volume of distribution at steady state (VDss) regression data from Lombardo et al.. Task: Regression/Classification. Given a drug SMILES string, predict its absorption, distribution, metabolism, or excretion properties. Task type varies by dataset: regression for continuous measurements (e.g., permeability, clearance, half-life) or binary classification for categorical outcomes (e.g., BBB penetration, CYP inhibition). For this dataset (vdss_lombardo), we predict log10(VDss) (log10 of volume of distribution in L/kg). (1) The molecule is CC(C)COCC(CN(Cc1ccccc1)c1ccccc1)[NH+]1CCCC1. The log10(VDss) is 1.00. (2) The drug is CO/N=C(/C(=O)NC1C(=O)N2C(C(=O)[O-])=C(C[n+]3ccn4ncccc43)CSC12)c1nsc(N)n1. The log10(VDss) is -0.620. (3) The molecule is CC(O)C1C(=O)N2C(C(=O)[O-])=C(SC3Cn4cnc[n+]4C3)C(C)C12. The log10(VDss) is -0.700. (4) The molecule is O=C([O-])c1cn(C2CC2)c2cc(N3CC[NH2+]CC3)c(F)cc2c1=O. The log10(VDss) is 0.320.